Dataset: Catalyst prediction with 721,799 reactions and 888 catalyst types from USPTO. Task: Predict which catalyst facilitates the given reaction. (1) Reactant: [Br:1][C:2]1[CH:7]=[CH:6][C:5]([C:8]([N:10]2[CH2:15][CH2:14][O:13][CH2:12][CH2:11]2)=[O:9])=[C:4]([CH2:16][O:17][Si](C(C)(C)C)(C)C)[CH:3]=1.[F-].C([N+](CCCC)(CCCC)CCCC)CCC. Product: [Br:1][C:2]1[CH:7]=[CH:6][C:5]([C:8]([N:10]2[CH2:11][CH2:12][O:13][CH2:14][CH2:15]2)=[O:9])=[C:4]([CH2:16][OH:17])[CH:3]=1. The catalyst class is: 20. (2) Reactant: C([O:8][C:9]1[C:10]([O:38][CH3:39])=[N:11][C:12]2[C:17]([C:18]=1[Cl:19])=[CH:16][C:15]([C:20]([C:32]1[N:36]([CH3:37])[CH:35]=[N:34][CH:33]=1)([C:22]1[CH:23]=[N:24][C:25]([C:28]([F:31])([F:30])[F:29])=[CH:26][CH:27]=1)[OH:21])=[CH:14][CH:13]=2)C1C=CC=CC=1.N1C=CC=CC=1.[F:46][C:47]([F:60])([F:59])[S:48](O[S:48]([C:47]([F:60])([F:59])[F:46])(=[O:50])=[O:49])(=[O:50])=[O:49].Cl. Product: [F:46][C:47]([F:60])([F:59])[S:48]([O:8][C:9]1[C:10]([O:38][CH3:39])=[N:11][C:12]2[C:17]([C:18]=1[Cl:19])=[CH:16][C:15]([C:20]([OH:21])([C:32]1[N:36]([CH3:37])[CH:35]=[N:34][CH:33]=1)[C:22]1[CH:23]=[N:24][C:25]([C:28]([F:29])([F:31])[F:30])=[CH:26][CH:27]=1)=[CH:14][CH:13]=2)(=[O:50])=[O:49]. The catalyst class is: 2.